From a dataset of Forward reaction prediction with 1.9M reactions from USPTO patents (1976-2016). Predict the product of the given reaction. (1) Given the reactants C1(P(C2C=CC=CC=2)C2C=CC3C(=CC=CC=3)C=2C2C3C(=CC=CC=3)C=CC=2P(C2C=CC=CC=2)C2C=CC=CC=2)C=CC=CC=1.Br[C:48]1[CH:49]=[C:50]2[C:55](=[CH:56][CH:57]=1)[N:54]=[C:53]([CH2:58][CH:59]([CH3:61])[CH3:60])[C:52]([C:62]#[N:63])=[C:51]2[C:64]1[CH:69]=[CH:68][C:67]([CH3:70])=[CH:66][CH:65]=1.[NH:71]1[CH2:76][CH2:75][NH:74][CH2:73][C:72]1=[O:77].C(=O)([O-])[O-].[Cs+].[Cs+], predict the reaction product. The product is: [CH2:58]([C:53]1[C:52]([C:62]#[N:63])=[C:51]([C:64]2[CH:69]=[CH:68][C:67]([CH3:70])=[CH:66][CH:65]=2)[C:50]2[C:55](=[CH:56][CH:57]=[C:48]([N:74]3[CH2:75][CH2:76][NH:71][C:72](=[O:77])[CH2:73]3)[CH:49]=2)[N:54]=1)[CH:59]([CH3:60])[CH3:61]. (2) Given the reactants [Cl:1][C:2]1[CH:3]=[CH:4][C:5]([O:18]C)=[C:6]([C:8]2[NH:9][C:10]3[C:15]([CH:16]=2)=[C:14]([F:17])[CH:13]=[CH:12][CH:11]=3)[CH:7]=1.B(Br)(Br)Br.CO.O, predict the reaction product. The product is: [Cl:1][C:2]1[CH:3]=[CH:4][C:5]([OH:18])=[C:6]([C:8]2[NH:9][C:10]3[C:15]([CH:16]=2)=[C:14]([F:17])[CH:13]=[CH:12][CH:11]=3)[CH:7]=1. (3) The product is: [CH3:1][N:2]1[C:6]([C:7]2[S:8][C:9]([C:14]#[CH:15])=[C:10]([Cl:13])[C:11]=2[Cl:12])=[N:5][C:4]([C:20]2[C:25]([F:26])=[CH:24][CH:23]=[CH:22][C:21]=2[Cl:27])=[N:3]1. Given the reactants [CH3:1][N:2]1[C:6]([C:7]2[S:8][C:9]([C:14]#[C:15][Si](C)(C)C)=[C:10]([Cl:13])[C:11]=2[Cl:12])=[N:5][C:4]([C:20]2[C:25]([F:26])=[CH:24][CH:23]=[CH:22][C:21]=2[Cl:27])=[N:3]1.C(=O)([O-])[O-].[K+].[K+].CCOC(C)=O.CCCCC.Cl, predict the reaction product. (4) Given the reactants [H-].[Na+].[CH3:3][C:4]1[NH:8][C:7]2[S:9][CH:10]=[CH:11][C:6]=2[C:5]=1[CH2:12][C:13]([O:15][CH3:16])=[O:14].Cl[CH2:18][C:19]1[CH:24]=[CH:23][C:22]([S:25]([CH3:28])(=[O:27])=[O:26])=[CH:21][CH:20]=1.[I-].[Na+], predict the reaction product. The product is: [CH3:3][C:4]1[N:8]([CH2:18][C:19]2[CH:20]=[CH:21][C:22]([S:25]([CH3:28])(=[O:27])=[O:26])=[CH:23][CH:24]=2)[C:7]2[S:9][CH:10]=[CH:11][C:6]=2[C:5]=1[CH2:12][C:13]([O:15][CH3:16])=[O:14].